Predict the reactants needed to synthesize the given product. From a dataset of Full USPTO retrosynthesis dataset with 1.9M reactions from patents (1976-2016). (1) Given the product [Cl:29][C:26]1[CH:27]=[CH:28][C:23]([CH2:22][N:12]2[C:11]3[C:10](=[O:13])[N:9]([CH2:14][CH2:15][CH2:16][OH:17])[C:8](=[O:18])[N:7]([CH2:19][CH3:20])[C:6]=3[N:5]=[C:4]2[O:3][CH2:1][CH3:2])=[CH:24][CH:25]=1, predict the reactants needed to synthesize it. The reactants are: [CH2:1]([O:3][C:4]1[NH:12][C:11]2[C:10](=[O:13])[N:9]([CH2:14][CH2:15][CH2:16][OH:17])[C:8](=[O:18])[N:7]([CH2:19][CH3:20])[C:6]=2[N:5]=1)[CH3:2].Br[CH2:22][C:23]1[CH:28]=[CH:27][C:26]([Cl:29])=[CH:25][CH:24]=1.C(=O)([O-])[O-].[K+].[K+]. (2) Given the product [CH3:1][N:2]1[CH2:6][CH2:5][CH2:4][CH:3]1[CH2:7][CH2:8][N:9]1[CH2:14][CH2:13][S:12][C:11]2[CH:15]=[C:16]([NH2:19])[CH:17]=[CH:18][C:10]1=2, predict the reactants needed to synthesize it. The reactants are: [CH3:1][N:2]1[CH2:6][CH2:5][CH2:4][CH:3]1[CH2:7][CH2:8][N:9]1[CH2:14][CH2:13][S:12][C:11]2[CH:15]=[C:16]([N+:19]([O-])=O)[CH:17]=[CH:18][C:10]1=2.O.NN. (3) Given the product [CH3:11][C:1]1[CH:6]=[CH:5][C:4]([S:7]([O:18][CH2:17][C:13]2([CH3:12])[CH2:16][O:15][CH2:14]2)(=[O:9])=[O:8])=[CH:3][CH:2]=1, predict the reactants needed to synthesize it. The reactants are: [C:1]1([CH3:11])[CH:6]=[CH:5][C:4]([S:7](Cl)(=[O:9])=[O:8])=[CH:3][CH:2]=1.[CH3:12][C:13]1([CH2:17][OH:18])[CH2:16][O:15][CH2:14]1. (4) Given the product [NH2:12][C:11]1[CH:10]=[CH:9][C:4]([C:5]([O:7][CH3:8])=[O:6])=[CH:3][C:2]=1[F:1], predict the reactants needed to synthesize it. The reactants are: [F:1][C:2]1[CH:3]=[C:4]([CH:9]=[CH:10][C:11]=1[N+:12]([O-])=O)[C:5]([O:7][CH3:8])=[O:6].CO.